This data is from Reaction yield outcomes from USPTO patents with 853,638 reactions. The task is: Predict the reaction yield, written as a fraction of the theoretical maximum amount of product (1.0 means a 100% yield; for example, 0.34 means a 34% yield). The reactants are [CH2:1]([NH:13][C:14]([C:16]1[CH:30]=[CH:29][C:19]([CH2:20][NH:21]C(=O)OC(C)(C)C)=[CH:18][CH:17]=1)=[O:15])[CH2:2][CH2:3][CH2:4][CH2:5][CH2:6][CH2:7][CH2:8][CH2:9][CH2:10][CH2:11][CH3:12].[ClH:31]. The catalyst is C(Cl)Cl. The product is [ClH:31].[NH2:21][CH2:20][C:19]1[CH:18]=[CH:17][C:16]([C:14]([NH:13][CH2:1][CH2:2][CH2:3][CH2:4][CH2:5][CH2:6][CH2:7][CH2:8][CH2:9][CH2:10][CH2:11][CH3:12])=[O:15])=[CH:30][CH:29]=1. The yield is 0.980.